Task: Predict the reactants needed to synthesize the given product.. Dataset: Full USPTO retrosynthesis dataset with 1.9M reactions from patents (1976-2016) (1) Given the product [CH3:30][C:28]1[CH:27]=[C:4]([CH:3]=[C:2]([N:33]2[CH2:34][CH2:35][CH2:36][CH:32]2[CH3:31])[N:29]=1)[C:5]([NH:7][C:8]1[C:17]2[C:12](=[CH:13][CH:14]=[CH:15][CH:16]=2)[C:11]([O:18][CH2:19][CH2:20][N:21]2[CH2:26][CH2:25][O:24][CH2:23][CH2:22]2)=[CH:10][CH:9]=1)=[O:6], predict the reactants needed to synthesize it. The reactants are: Cl[C:2]1[CH:3]=[C:4]([CH:27]=[C:28]([CH3:30])[N:29]=1)[C:5]([NH:7][C:8]1[C:17]2[C:12](=[CH:13][CH:14]=[CH:15][CH:16]=2)[C:11]([O:18][CH2:19][CH2:20][N:21]2[CH2:26][CH2:25][O:24][CH2:23][CH2:22]2)=[CH:10][CH:9]=1)=[O:6].[CH3:31][CH:32]1[CH2:36][CH2:35][CH2:34][NH:33]1. (2) Given the product [CH:1]1[C:13]2[CH:12]([CH2:14][O:15][C:16](=[O:44])[NH:17][C:18]3[CH:19]=[CH:20][C:21]([S:24][C:25]4[CH:30]=[CH:29][C:28]([C:31](=[O:40])[NH:32][C:33]5[CH:38]=[CH:37][C:36]([Cl:39])=[CH:35][N:34]=5)=[CH:27][C:26]=4[NH2:41])=[CH:22][CH:23]=3)[C:11]3[C:6](=[CH:7][CH:8]=[CH:9][CH:10]=3)[C:5]=2[CH:4]=[CH:3][CH:2]=1, predict the reactants needed to synthesize it. The reactants are: [CH:1]1[C:13]2[CH:12]([CH2:14][O:15][C:16](=[O:44])[NH:17][C:18]3[CH:23]=[CH:22][C:21]([S:24][C:25]4[CH:30]=[CH:29][C:28]([C:31](=[O:40])[NH:32][C:33]5[CH:38]=[CH:37][C:36]([Cl:39])=[CH:35][N:34]=5)=[CH:27][C:26]=4[N+:41]([O-])=O)=[CH:20][CH:19]=3)[C:11]3[C:6](=[CH:7][CH:8]=[CH:9][CH:10]=3)[C:5]=2[CH:4]=[CH:3][CH:2]=1.[Cl-].[NH4+].C(O)C.O1CCCC1. (3) Given the product [OH:23][C:19]1[CH:18]=[C:17]([N:13]2[C:14]([CH3:16])=[CH:15][C:11]([C:9]([OH:10])=[O:8])=[C:12]2[C:31]2[CH:32]=[CH:33][CH:34]=[CH:35][CH:36]=2)[CH:22]=[CH:21][CH:20]=1, predict the reactants needed to synthesize it. The reactants are: C([O:8][C:9]([C:11]1[CH:15]=[C:14]([CH3:16])[N:13]([C:17]2[CH:22]=[CH:21][CH:20]=[C:19]([O:23]CC3C=CC=CC=3)[CH:18]=2)[C:12]=1[C:31]1[CH:36]=[CH:35][CH:34]=[CH:33][CH:32]=1)=[O:10])C1C=CC=CC=1.